From a dataset of Full USPTO retrosynthesis dataset with 1.9M reactions from patents (1976-2016). Predict the reactants needed to synthesize the given product. (1) Given the product [CH2:8]([C:7]1[NH:6][C:5](=[O:19])[C:4]([C:20]2[N:21]=[C:22]([C:25]3[CH:26]=[CH:27][N:28]=[CH:29][CH:30]=3)[S:23][CH:24]=2)=[CH:3][C:2]=1[NH:1][C:39](=[O:40])[CH2:38][CH2:37][N:31]1[CH2:36][CH2:35][CH2:34][CH2:33][CH2:32]1)[CH3:9], predict the reactants needed to synthesize it. The reactants are: [NH2:1][C:2]1[CH:3]=[C:4]([C:20]2[N:21]=[C:22]([C:25]3[CH:30]=[CH:29][N:28]=[CH:27][CH:26]=3)[S:23][CH:24]=2)[C:5](=[O:19])[N:6](CC2C=CC(OC)=CC=2)[C:7]=1[CH2:8][CH3:9].[N:31]1([CH2:37][CH2:38][C:39](O)=[O:40])[CH2:36][CH2:35][CH2:34][CH2:33][CH2:32]1.COC1C=C(S)C=CC=1.C(O)(C(F)(F)F)=O. (2) Given the product [CH2:33]([N:35]([CH2:39][CH3:40])[CH2:36][CH2:37][O:26][C:21]1[CH:22]=[C:23]2[C:18](=[CH:19][CH:20]=1)[CH:17]([C:27]([O:29][CH3:30])=[O:28])[N:16]([S:13]([C:10]1[CH:9]=[CH:8][C:7]([O:6][C:5]3[CH:4]=[CH:3][C:2]([F:1])=[CH:32][CH:31]=3)=[CH:12][CH:11]=1)(=[O:14])=[O:15])[CH2:25][CH2:24]2)[CH3:34], predict the reactants needed to synthesize it. The reactants are: [F:1][C:2]1[CH:32]=[CH:31][C:5]([O:6][C:7]2[CH:12]=[CH:11][C:10]([S:13]([N:16]3[CH2:25][CH2:24][C:23]4[C:18](=[CH:19][CH:20]=[C:21]([OH:26])[CH:22]=4)[CH:17]3[C:27]([O:29][CH3:30])=[O:28])(=[O:15])=[O:14])=[CH:9][CH:8]=2)=[CH:4][CH:3]=1.[CH2:33]([N:35]([CH2:39][CH3:40])[CH2:36][CH2:37]O)[CH3:34].FC1C=CC(OC2C=CC(S(N3CCC4C(=CC=C(OCCCN5CCN(C)CC5)C=4)C3C(OC)=O)(=O)=O)=CC=2)=CC=1. (3) Given the product [F:20][C:21]1[CH:30]=[C:29]([I:31])[CH:28]=[CH:27][C:22]=1[NH:23][C:24]1[N:25]([CH3:26])[C:11](=[O:13])[C:10]2[C:9]([CH3:16])=[CH:8][O:7][C:6]=2[C:5]=1[C:4]([O:3][CH2:1][CH3:2])=[O:17], predict the reactants needed to synthesize it. The reactants are: [CH2:1]([O:3][C:4](=[O:17])[CH2:5][C:6]1[O:7][CH:8]=[C:9]([CH3:16])[C:10]=1[C:11]([O:13]CC)=O)[CH3:2].[H-].[Na+].[F:20][C:21]1[CH:30]=[C:29]([I:31])[CH:28]=[CH:27][C:22]=1[N:23]=[C:24]=[N:25][CH3:26]. (4) Given the product [CH2:13]([O:20][C:21]1[CH:26]=[CH:25][C:24]([C:27]2[CH:32]=[C:31]([O:10][CH2:9][CH2:8][CH2:7][N:1]3[CH2:6][CH2:5][O:4][CH2:3][CH2:2]3)[N:30]=[N:29][C:28]=2[CH2:34][CH2:35][CH2:36][CH3:37])=[CH:23][CH:22]=1)[C:14]1[CH:15]=[CH:16][CH:17]=[CH:18][CH:19]=1, predict the reactants needed to synthesize it. The reactants are: [N:1]1([CH2:7][CH2:8][CH2:9][OH:10])[CH2:6][CH2:5][O:4][CH2:3][CH2:2]1.[H-].[Na+].[CH2:13]([O:20][C:21]1[CH:26]=[CH:25][C:24]([C:27]2[CH:32]=[C:31](Cl)[N:30]=[N:29][C:28]=2[CH2:34][CH2:35][CH2:36][CH3:37])=[CH:23][CH:22]=1)[C:14]1[CH:19]=[CH:18][CH:17]=[CH:16][CH:15]=1. (5) Given the product [C:1]([C:5]1[CH:44]=[CH:43][C:8]([C:9]([NH:11][C:12]2[CH:17]=[CH:16][CH:15]=[C:14]([C:18]3[N:23]=[C:22]([NH:24][C:25]4[CH:26]=[CH:27][C:28]([CH:31]([N:35]([CH:37]([CH3:38])[CH3:39])[CH3:36])[C:32]([N:49]5[CH2:50][CH2:51][N:46]([CH3:45])[CH2:47][CH2:48]5)=[O:33])=[CH:29][CH:30]=4)[C:21](=[O:40])[N:20]([CH3:41])[CH:19]=3)[C:13]=2[CH3:42])=[O:10])=[CH:7][CH:6]=1)([CH3:4])([CH3:2])[CH3:3], predict the reactants needed to synthesize it. The reactants are: [C:1]([C:5]1[CH:44]=[CH:43][C:8]([C:9]([NH:11][C:12]2[C:13]([CH3:42])=[C:14]([C:18]3[N:23]=[C:22]([NH:24][C:25]4[CH:30]=[CH:29][C:28]([CH:31]([N:35]([CH:37]([CH3:39])[CH3:38])[CH3:36])[C:32](O)=[O:33])=[CH:27][CH:26]=4)[C:21](=[O:40])[N:20]([CH3:41])[CH:19]=3)[CH:15]=[CH:16][CH:17]=2)=[O:10])=[CH:7][CH:6]=1)([CH3:4])([CH3:3])[CH3:2].[CH3:45][N:46]1[CH2:51][CH2:50][NH:49][CH2:48][CH2:47]1.CCN(C(C)C)C(C)C.F[P-](F)(F)(F)(F)F.N1(O[P+](N(C)C)(N(C)C)N(C)C)C2C=CC=CC=2N=N1.